This data is from NCI-60 drug combinations with 297,098 pairs across 59 cell lines. The task is: Regression. Given two drug SMILES strings and cell line genomic features, predict the synergy score measuring deviation from expected non-interaction effect. Drug 1: COC1=C(C=C2C(=C1)N=CN=C2NC3=CC(=C(C=C3)F)Cl)OCCCN4CCOCC4. Drug 2: CCCCC(=O)OCC(=O)C1(CC(C2=C(C1)C(=C3C(=C2O)C(=O)C4=C(C3=O)C=CC=C4OC)O)OC5CC(C(C(O5)C)O)NC(=O)C(F)(F)F)O. Cell line: CAKI-1. Synergy scores: CSS=48.7, Synergy_ZIP=-3.15, Synergy_Bliss=-2.43, Synergy_Loewe=0.608, Synergy_HSA=0.815.